This data is from HIV replication inhibition screening data with 41,000+ compounds from the AIDS Antiviral Screen. The task is: Binary Classification. Given a drug SMILES string, predict its activity (active/inactive) in a high-throughput screening assay against a specified biological target. The molecule is COc1ccc2c(c1)C1Oc3ccccc3CC1(O)CO2. The result is 0 (inactive).